Task: Predict the reaction yield, written as a fraction of the theoretical maximum amount of product (1.0 means a 100% yield; for example, 0.34 means a 34% yield).. Dataset: Reaction yield outcomes from USPTO patents with 853,638 reactions The reactants are I[C:2]1[CH:7]=[CH:6][C:5]([O:8][C:9]([F:12])([F:11])[F:10])=[CH:4][CH:3]=1.[NH:13]1[CH:17]=[N:16][C:15]([C:18]2[CH:27]=[CH:26][C:21]([C:22]([O:24][CH3:25])=[O:23])=[CH:20][CH:19]=2)=[N:14]1.[O-]P([O-])([O-])=O.[K+].[K+].[K+].CN(C=O)C. The catalyst is O.CCOC(C)=O.[Cu]I. The product is [F:10][C:9]([F:12])([F:11])[O:8][C:5]1[CH:6]=[CH:7][C:2]([N:13]2[CH:17]=[N:16][C:15]([C:18]3[CH:19]=[CH:20][C:21]([C:22]([O:24][CH3:25])=[O:23])=[CH:26][CH:27]=3)=[N:14]2)=[CH:3][CH:4]=1. The yield is 0.0700.